Dataset: Peptide-MHC class I binding affinity with 185,985 pairs from IEDB/IMGT. Task: Regression. Given a peptide amino acid sequence and an MHC pseudo amino acid sequence, predict their binding affinity value. This is MHC class I binding data. The peptide sequence is WLAGFEPSE. The MHC is HLA-A25:01 with pseudo-sequence HLA-A25:01. The binding affinity (normalized) is 0.0847.